Dataset: TCR-epitope binding with 47,182 pairs between 192 epitopes and 23,139 TCRs. Task: Binary Classification. Given a T-cell receptor sequence (or CDR3 region) and an epitope sequence, predict whether binding occurs between them. The epitope is VVYRGTTTY. The TCR CDR3 sequence is CASYGTEAFF. Result: 1 (the TCR binds to the epitope).